From a dataset of Forward reaction prediction with 1.9M reactions from USPTO patents (1976-2016). Predict the product of the given reaction. Given the reactants C(OC([N:8]1[CH2:13][CH:12]=[C:11]([C:14]2[CH:19]=[CH:18][C:17]([NH:20][C:21](=[O:27])[CH:22]([CH2:25][CH3:26])[CH2:23][CH3:24])=[CH:16][C:15]=2[F:28])[CH2:10][CH2:9]1)=O)(C)(C)C.Cl.Cl[CH:31]([C:39]1[CH:44]=[CH:43][CH:42]=[CH:41][CH:40]=1)[C:32]([N:34]([CH2:37][CH3:38])[CH2:35][CH3:36])=[O:33].C([O-])([O-])=O.[K+].[K+], predict the reaction product. The product is: [CH2:35]([N:34]([CH2:37][CH3:38])[C:32]([CH:31]([C:39]1[CH:44]=[CH:43][CH:42]=[CH:41][CH:40]=1)[N:8]1[CH2:9][CH:10]=[C:11]([C:14]2[CH:19]=[CH:18][C:17]([NH:20][C:21](=[O:27])[CH:22]([CH2:23][CH3:24])[CH2:25][CH3:26])=[CH:16][C:15]=2[F:28])[CH2:12][CH2:13]1)=[O:33])[CH3:36].